From a dataset of NCI-60 drug combinations with 297,098 pairs across 59 cell lines. Regression. Given two drug SMILES strings and cell line genomic features, predict the synergy score measuring deviation from expected non-interaction effect. (1) Drug 1: C1=CN(C(=O)N=C1N)C2C(C(C(O2)CO)O)O.Cl. Drug 2: CN1C2=C(C=C(C=C2)N(CCCl)CCCl)N=C1CCCC(=O)O.Cl. Cell line: COLO 205. Synergy scores: CSS=34.5, Synergy_ZIP=-0.532, Synergy_Bliss=-3.53, Synergy_Loewe=-26.1, Synergy_HSA=-3.18. (2) Drug 1: C1CC(C1)(C(=O)O)C(=O)O.[NH2-].[NH2-].[Pt+2]. Drug 2: B(C(CC(C)C)NC(=O)C(CC1=CC=CC=C1)NC(=O)C2=NC=CN=C2)(O)O. Cell line: RPMI-8226. Synergy scores: CSS=-0.0800, Synergy_ZIP=5.87, Synergy_Bliss=5.82, Synergy_Loewe=-43.8, Synergy_HSA=-4.21. (3) Drug 1: CC12CCC3C(C1CCC2=O)CC(=C)C4=CC(=O)C=CC34C. Drug 2: C(=O)(N)NO. Cell line: U251. Synergy scores: CSS=62.0, Synergy_ZIP=-2.57, Synergy_Bliss=-3.26, Synergy_Loewe=-5.31, Synergy_HSA=-1.06.